From a dataset of Forward reaction prediction with 1.9M reactions from USPTO patents (1976-2016). Predict the product of the given reaction. (1) Given the reactants Br[C:2]1[C:3]([NH2:8])=[N:4][CH:5]=[CH:6][CH:7]=1.[F:9][C:10]1[CH:11]=[C:12](B(O)O)[CH:13]=[CH:14][C:15]=1[C:16]([O:18][CH3:19])=[O:17].COCCOC.C([O-])([O-])=O.[Na+].[Na+], predict the reaction product. The product is: [NH2:8][C:3]1[C:2]([C:12]2[CH:13]=[CH:14][C:15]([C:16]([O:18][CH3:19])=[O:17])=[C:10]([F:9])[CH:11]=2)=[CH:7][CH:6]=[CH:5][N:4]=1. (2) Given the reactants [OH-].[Na+].[Cl:3][C:4]1[CH:9]=[CH:8][C:7]([C:10]2[CH:15]=[CH:14][C:13]([C:16]([NH:18][CH2:19][CH2:20][C:21]3[CH:30]=[CH:29][C:24]([C:25]([O:27]C)=[O:26])=[CH:23][N:22]=3)=[O:17])=[CH:12][CH:11]=2)=[CH:6][CH:5]=1.Cl, predict the reaction product. The product is: [Cl:3][C:4]1[CH:5]=[CH:6][C:7]([C:10]2[CH:15]=[CH:14][C:13]([C:16]([NH:18][CH2:19][CH2:20][C:21]3[CH:30]=[CH:29][C:24]([C:25]([OH:27])=[O:26])=[CH:23][N:22]=3)=[O:17])=[CH:12][CH:11]=2)=[CH:8][CH:9]=1. (3) Given the reactants [Cl:1][C:2]1[N:7]=[C:6](Cl)[C:5]([F:9])=[CH:4][N:3]=1.[CH2:10]([Sn](CCCC)(CCCC)C=C)[CH2:11]CC.[F-].[K+], predict the reaction product. The product is: [Cl:1][C:2]1[N:7]=[C:6]([CH:10]=[CH2:11])[C:5]([F:9])=[CH:4][N:3]=1. (4) Given the reactants [N+:1]([C:4]1[CH:12]=[CH:11][C:10]2[NH:9][C:8]3[CH2:13][CH2:14][N:15]([C:18]([O:20][C:21]([CH3:24])([CH3:23])[CH3:22])=[O:19])[CH2:16][CH2:17][C:7]=3[C:6]=2[CH:5]=1)([O-])=O.[Cl-].[Ca+2].[Cl-], predict the reaction product. The product is: [NH2:1][C:4]1[CH:12]=[CH:11][C:10]2[NH:9][C:8]3[CH2:13][CH2:14][N:15]([C:18]([O:20][C:21]([CH3:24])([CH3:23])[CH3:22])=[O:19])[CH2:16][CH2:17][C:7]=3[C:6]=2[CH:5]=1. (5) Given the reactants Br[C:2]1[CH:7]=[CH:6][C:5]([Cl:8])=[CH:4][C:3]=1[N+:9]([O-:11])=[O:10].[NH2:12][C:13]1[C:14]([CH3:23])=[C:15]([CH:20]=[CH:21][CH:22]=1)[C:16]([O:18][CH3:19])=[O:17].P([O-])([O-])([O-])=O.[K+].[K+].[K+].O, predict the reaction product. The product is: [Cl:8][C:5]1[CH:6]=[CH:7][C:2]([NH:12][C:13]2[C:14]([CH3:23])=[C:15]([CH:20]=[CH:21][CH:22]=2)[C:16]([O:18][CH3:19])=[O:17])=[C:3]([N+:9]([O-:11])=[O:10])[CH:4]=1. (6) Given the reactants [NH2:1][C:2]1[CH:3]=[C:4]([C@:8]23[CH2:16][NH:15][CH2:14][C@H:13]2[CH2:12][S:11][C:10]([NH:17][C:18](=[O:25])[C:19]2[CH:24]=[CH:23][CH:22]=[CH:21][CH:20]=2)=[N:9]3)[CH:5]=[CH:6][CH:7]=1.[F:26][C:27]1[CH:28]=[N:29][C:30](Cl)=[N:31][CH:32]=1.C(N(C(C)C)CC)(C)C, predict the reaction product. The product is: [NH2:1][C:2]1[CH:3]=[C:4]([C@:8]23[CH2:16][N:15]([C:30]4[N:31]=[CH:32][C:27]([F:26])=[CH:28][N:29]=4)[CH2:14][C@H:13]2[CH2:12][S:11][C:10]([NH:17][C:18](=[O:25])[C:19]2[CH:20]=[CH:21][CH:22]=[CH:23][CH:24]=2)=[N:9]3)[CH:5]=[CH:6][CH:7]=1. (7) The product is: [CH3:1][O:2][C:3]1[CH:4]=[C:5]([C:12]2[C:13]([CH3:19])=[N:14][N:15]([CH3:18])[C:16]=2[CH3:17])[N:6]=[CH:7][C:8]=1[NH2:9]. Given the reactants [CH3:1][O:2][C:3]1[C:8]([N+:9]([O-])=O)=[CH:7][N:6]=[C:5]([C:12]2[C:13]([CH3:19])=[N:14][N:15]([CH3:18])[C:16]=2[CH3:17])[CH:4]=1.[NH4+].[Cl-], predict the reaction product.